This data is from Reaction yield outcomes from USPTO patents with 853,638 reactions. The task is: Predict the reaction yield, written as a fraction of the theoretical maximum amount of product (1.0 means a 100% yield; for example, 0.34 means a 34% yield). (1) The reactants are Cl[C:2]1[CH:7]=[CH:6][N:5]=[C:4]2[CH:8]=[C:9]([C:11]3[N:12]=[CH:13][N:14]([CH2:17][CH3:18])[C:15]=3[CH3:16])[S:10][C:3]=12.C(=O)([O-])[O-].[K+].[K+].[F:25][C:26]1[CH:31]=[C:30]([N+:32]([O-:34])=[O:33])[CH:29]=[CH:28][C:27]=1[OH:35]. The catalyst is C1(OC2C=CC=CC=2)C=CC=CC=1.C(Cl)Cl. The product is [CH2:17]([N:14]1[C:15]([CH3:16])=[C:11]([C:9]2[S:10][C:3]3[C:4](=[N:5][CH:6]=[CH:7][C:2]=3[O:35][C:27]3[CH:28]=[CH:29][C:30]([N+:32]([O-:34])=[O:33])=[CH:31][C:26]=3[F:25])[CH:8]=2)[N:12]=[CH:13]1)[CH3:18]. The yield is 0.640. (2) The reactants are C(=O)(O)[O-].[Na+].Cl.[NH2:7][CH2:8][CH2:9][O:10][C:11]1[CH:16]=[CH:15][C:14]([CH2:17][C:18]([OH:20])=[O:19])=[CH:13][C:12]=1[O:21][CH3:22].[C:23](O[C:23]([O:25][C:26]([CH3:29])([CH3:28])[CH3:27])=[O:24])([O:25][C:26]([CH3:29])([CH3:28])[CH3:27])=[O:24].Cl. The catalyst is C(Cl)(Cl)Cl. The product is [C:26]([O:25][C:23]([NH:7][CH2:8][CH2:9][O:10][C:11]1[CH:16]=[CH:15][C:14]([CH2:17][C:18]([OH:20])=[O:19])=[CH:13][C:12]=1[O:21][CH3:22])=[O:24])([CH3:29])([CH3:28])[CH3:27]. The yield is 0.960. (3) The reactants are [F:1][C:2]1[CH:7]=[CH:6][C:5]([S:8]([N:11]([CH2:17][C:18]2[CH:27]=[CH:26][C:21]([C:22]([O:24]C)=[O:23])=[CH:20][N:19]=2)[CH:12]([CH2:15][CH3:16])[CH2:13][CH3:14])(=[O:10])=[O:9])=[CH:4][CH:3]=1.[OH-].[K+].O.Cl. The catalyst is CO. The product is [F:1][C:2]1[CH:7]=[CH:6][C:5]([S:8]([N:11]([CH2:17][C:18]2[CH:27]=[CH:26][C:21]([C:22]([OH:24])=[O:23])=[CH:20][N:19]=2)[CH:12]([CH2:15][CH3:16])[CH2:13][CH3:14])(=[O:10])=[O:9])=[CH:4][CH:3]=1. The yield is 0.480. (4) The reactants are [Cl:1][C:2]1[CH:18]=[CH:17][C:5]2[CH2:6][CH2:7][N:8]([C:11](=[O:16])[C:12]([F:15])([F:14])[F:13])[CH2:9][CH2:10][C:4]=2[C:3]=1OS(C(F)(F)F)(=O)=O.[CH3:27][C:28]([CH3:41])([CH3:40])[C:29]([NH:31][C:32]1[CH:39]=[CH:38][C:35]([CH2:36][NH2:37])=[CH:34][CH:33]=1)=[O:30]. The catalyst is C1(C)C=CC=CC=1.O1CCOCC1. The product is [Cl:1][C:2]1[CH:18]=[CH:17][C:5]2[CH2:6][CH2:7][N:8]([C:11](=[O:16])[C:12]([F:15])([F:14])[F:13])[CH2:9][CH2:10][C:4]=2[C:3]=1[NH:37][CH2:36][C:35]1[CH:34]=[CH:33][C:32]([NH:31][C:29](=[O:30])[C:28]([CH3:40])([CH3:27])[CH3:41])=[CH:39][CH:38]=1. The yield is 0.700. (5) The reactants are [C:1]([O:5][C:6](=[O:9])[CH2:7]Br)([CH3:4])([CH3:3])[CH3:2].[Br:10][C:11]1[CH:12]=[CH:13][C:14]([CH3:18])=[C:15]([SH:17])[CH:16]=1. The catalyst is N1C=CC=CC=1. The product is [C:1]([O:5][C:6](=[O:9])[CH2:7][S:17][C:15]1[CH:16]=[C:11]([Br:10])[CH:12]=[CH:13][C:14]=1[CH3:18])([CH3:4])([CH3:3])[CH3:2]. The yield is 0.598. (6) The reactants are [NH2:1][C:2]1[CH:18]=[CH:17][C:5]([O:6][C:7]2[CH:12]=[CH:11][N:10]=[C:9]([NH2:13])[C:8]=2[N+:14]([O-:16])=[O:15])=[CH:4][C:3]=1[F:19].[F:20][C:21]1[CH:26]=[CH:25][C:24]([C:27]([F:30])([F:29])[F:28])=[CH:23][C:22]=1[N:31]=[C:32]=[O:33]. No catalyst specified. The product is [NH2:13][C:9]1[C:8]([N+:14]([O-:16])=[O:15])=[C:7]([O:6][C:5]2[CH:17]=[CH:18][C:2]([NH:1][C:32]([NH:31][C:22]3[CH:23]=[C:24]([C:27]([F:28])([F:30])[F:29])[CH:25]=[CH:26][C:21]=3[F:20])=[O:33])=[C:3]([F:19])[CH:4]=2)[CH:12]=[CH:11][N:10]=1. The yield is 0.850.